From a dataset of Forward reaction prediction with 1.9M reactions from USPTO patents (1976-2016). Predict the product of the given reaction. (1) Given the reactants [CH3:1][O:2][C:3]1[C:8]([CH2:9][N:10]2[CH2:15][CH2:14][CH:13]([CH2:16]C=O)[CH2:12][CH2:11]2)=[CH:7][CH:6]=[CH:5][N:4]=1.C(N(CC)CC)C.C1(P(C2C=CC=CC=2)C2C=CC=CC=2)C=CC=CC=1.[C:45]([Br:49])(Br)(Br)[Br:46], predict the reaction product. The product is: [CH3:1][O:2][C:3]1[C:8]([CH2:9][N:10]2[CH2:15][CH2:14][CH:13]([CH:16]=[C:45]([Br:49])[Br:46])[CH2:12][CH2:11]2)=[CH:7][CH:6]=[CH:5][N:4]=1. (2) Given the reactants [Cl:1][C:2]1[CH:3]=[CH:4][C:5]([C:11]([F:14])([F:13])[F:12])=[C:6]([CH:10]=1)[C:7](Cl)=[O:8].[CH:15]1([CH2:19][CH2:20][NH:21][C:22]([C:24]2[N:25]=[N:26][C:27]([N:30]3[CH2:35][CH2:34][NH:33][CH2:32][CH2:31]3)=[CH:28][CH:29]=2)=[O:23])[CH2:18][CH2:17][CH2:16]1, predict the reaction product. The product is: [CH:15]1([CH2:19][CH2:20][NH:21][C:22]([C:24]2[N:25]=[N:26][C:27]([N:30]3[CH2:31][CH2:32][N:33]([C:7](=[O:8])[C:6]4[CH:10]=[C:2]([Cl:1])[CH:3]=[CH:4][C:5]=4[C:11]([F:14])([F:13])[F:12])[CH2:34][CH2:35]3)=[CH:28][CH:29]=2)=[O:23])[CH2:18][CH2:17][CH2:16]1.